Dataset: Catalyst prediction with 721,799 reactions and 888 catalyst types from USPTO. Task: Predict which catalyst facilitates the given reaction. (1) Reactant: [CH3:1][C:2]([CH3:15])=[CH:3][C:4]1[CH:12]=[CH:11][CH:10]=[C:9]2[C:5]=1[C:6](=[O:14])[C:7](=[O:13])[NH:8]2. Product: [CH2:3]([C:4]1[CH:12]=[CH:11][CH:10]=[C:9]2[C:5]=1[C:6](=[O:14])[C:7](=[O:13])[NH:8]2)[CH:2]([CH3:15])[CH3:1]. The catalyst class is: 350. (2) Reactant: [F:1][C:2]([F:19])([F:18])[CH2:3][O:4][C:5]1[CH:14]=[CH:13][CH:12]=[C:11]2[C:6]=1[CH2:7][CH2:8][N:9](C([O-])=O)[CH2:10]2.[C:20]([OH:26])([C:22]([F:25])([F:24])[F:23])=[O:21]. Product: [F:23][C:22]([F:25])([F:24])[C:20]([OH:26])=[O:21].[F:19][C:2]([F:1])([F:18])[CH2:3][O:4][C:5]1[CH:14]=[CH:13][CH:12]=[C:11]2[C:6]=1[CH2:7][CH2:8][NH:9][CH2:10]2. The catalyst class is: 2. (3) Reactant: [C:1]([C:5]1[CH:10]=[CH:9][C:8]([N:11]2[C:15](=[O:16])[C:14]([CH3:18])([CH3:17])[N:13]([CH2:19][C:20]3[CH:25]=[CH:24][N:23]4[O:26][C:27](=S)[N:28]=[C:22]4[CH:21]=3)[C:12]2=[O:30])=[CH:7][CH:6]=1)([CH3:4])([CH3:3])[CH3:2].[CH2:31]1[N:36]([CH2:37][CH2:38][NH2:39])[CH2:35][CH2:34][O:33][CH2:32]1. Product: [C:1]([C:5]1[CH:10]=[CH:9][C:8]([N:11]2[C:15](=[O:16])[C:14]([CH3:18])([CH3:17])[N:13]([CH2:19][C:20]3[CH:25]=[CH:24][N:23]=[C:22]([NH:28][C:27]([NH:39][CH2:38][CH2:37][N:36]4[CH2:31][CH2:32][O:33][CH2:34][CH2:35]4)=[O:26])[CH:21]=3)[C:12]2=[O:30])=[CH:7][CH:6]=1)([CH3:4])([CH3:3])[CH3:2]. The catalyst class is: 12. (4) Reactant: [OH:1][CH2:2][CH2:3][O:4][CH2:5][CH2:6][N:7]1[CH2:12][CH2:11][N:10](C(OC(C)(C)C)=O)[CH2:9][CH:8]1[CH2:20][NH:21][C:22](=[O:27])[C:23]([F:26])([F:25])[F:24]. Product: [F:25][C:23]([F:24])([F:26])[C:22]([NH:21][CH2:20][CH:8]1[CH2:9][NH:10][CH2:11][CH2:12][N:7]1[CH2:6][CH2:5][O:4][CH2:3][CH2:2][OH:1])=[O:27]. The catalyst class is: 33.